From a dataset of Catalyst prediction with 721,799 reactions and 888 catalyst types from USPTO. Predict which catalyst facilitates the given reaction. Reactant: [O:1]=[C:2]1[NH:6][C@H:5]([C:7]([OH:9])=O)[CH2:4][CH2:3]1.S(Cl)(Cl)=O.[C:14]([C:18]1[CH:22]=[C:21]([NH2:23])[O:20][N:19]=1)([CH3:17])([CH3:16])[CH3:15].C(NC(C)C)(C)C. Product: [C:14]([C:18]1[CH:22]=[C:21]([NH:23][C:7]([C@@H:5]2[CH2:4][CH2:3][C:2](=[O:1])[NH:6]2)=[O:9])[O:20][N:19]=1)([CH3:17])([CH3:16])[CH3:15]. The catalyst class is: 217.